Dataset: Forward reaction prediction with 1.9M reactions from USPTO patents (1976-2016). Task: Predict the product of the given reaction. Given the reactants [OH:1][CH:2]1[O:6][C:5](=[O:7])[CH:4]=[CH:3]1.[CH:8]1([CH3:18])[CH2:13][CH2:12][CH:11]([CH:14]([CH3:16])[CH3:15])[CH:10]([OH:17])[CH2:9]1, predict the reaction product. The product is: [OH:1][CH:2]1[O:6][C:5](=[O:7])[CH:4]=[CH:3]1.[CH:8]1([CH3:18])[CH2:13][CH2:12][CH:11]([CH:14]([CH3:15])[CH3:16])[CH:10]([OH:17])[CH2:9]1.[C@@H:8]1([CH3:18])[CH2:13][CH2:12][CH:11]([CH:14]([CH3:16])[CH3:15])[CH:10]([O:1][C@@H:2]2[O:6][C:5](=[O:7])[CH:4]=[CH:3]2)[CH2:9]1.